Dataset: Forward reaction prediction with 1.9M reactions from USPTO patents (1976-2016). Task: Predict the product of the given reaction. (1) Given the reactants [CH3:1][C:2]1[CH:7]=[CH:6][C:5]([N+:8]([O-:10])=[O:9])=[CH:4][C:3]=1[NH:11][C:12]1[N:17]=[C:16]([C:18]2[CH:19]=[N:20][CH:21]=[CH:22][CH:23]=2)[C:15]([C:24]([O:26]CC)=[O:25])=[CH:14][N:13]=1.C(=O)([O-])[O-].[Na+].[Na+].O, predict the reaction product. The product is: [CH3:1][C:2]1[CH:7]=[CH:6][C:5]([N+:8]([O-:10])=[O:9])=[CH:4][C:3]=1[NH:11][C:12]1[N:17]=[C:16]([C:18]2[CH:19]=[N:20][CH:21]=[CH:22][CH:23]=2)[C:15]([C:24]([OH:26])=[O:25])=[CH:14][N:13]=1. (2) Given the reactants [O:1]=[C:2]1[C:10]2([CH2:14][O:13][C:12]3[CH:15]=[C:16]4[C:20](=[CH:21][C:11]2=3)[CH2:19][CH2:18][O:17]4)[C:9]2[C:4](=[CH:5][CH:6]=[CH:7][CH:8]=2)[N:3]1[CH2:22][C:23]1[O:24][CH:25]=[C:26]([C:28](O)=[O:29])[N:27]=1.O=[C:32]1C2(COC3C=C4C(=CC2=3)CCO4)C2[C:34](=CC=CC=2)[N:33]1CC1OC(C(O)=O)=CC=1, predict the reaction product. The product is: [CH3:32][N:33]([CH3:34])[C:28]([C:26]1[N:27]=[C:23]([CH2:22][N:3]2[C:4]3[C:9](=[CH:8][CH:7]=[CH:6][CH:5]=3)[C:10]3([CH2:14][O:13][C:12]4[CH:15]=[C:16]5[C:20](=[CH:21][C:11]3=4)[CH2:19][CH2:18][O:17]5)[C:2]2=[O:1])[O:24][CH:25]=1)=[O:29].